Dataset: TCR-epitope binding with 47,182 pairs between 192 epitopes and 23,139 TCRs. Task: Binary Classification. Given a T-cell receptor sequence (or CDR3 region) and an epitope sequence, predict whether binding occurs between them. (1) The epitope is NLNESLIDL. The TCR CDR3 sequence is CASSLAGVGNEQFF. Result: 0 (the TCR does not bind to the epitope). (2) The epitope is PROT_97E67BCC. The TCR CDR3 sequence is CASSSGTSGAGEQFF. Result: 1 (the TCR binds to the epitope). (3) The epitope is NEGVKAAW. The TCR CDR3 sequence is CASSSDRSWTDEAFF. Result: 1 (the TCR binds to the epitope). (4) The epitope is RPRGEVRFL. The TCR CDR3 sequence is CASSGQETQYF. Result: 0 (the TCR does not bind to the epitope).